From a dataset of Forward reaction prediction with 1.9M reactions from USPTO patents (1976-2016). Predict the product of the given reaction. (1) The product is: [CH2:69]([O:49][CH:47]1[CH2:46][N:45]([CH:35]2[CH2:30][CH2:29][O:36][CH2:33][CH2:34]2)[CH2:43][C@@H:42]1[NH:28][C:26](=[O:27])[CH2:25][NH:24][C:6]1[C:5]2[C:10](=[CH:11][CH:12]=[C:3]([C:2]([F:15])([F:14])[F:1])[CH:4]=2)[N:9]=[CH:8][N:7]=1)[CH:59]=[CH2:60]. Given the reactants [F:1][C:2]([F:15])([F:14])[C:3]1[CH:4]=[C:5]2[C:10](=[CH:11][CH:12]=1)[N:9]=[CH:8][NH:7][C:6]2=O.P(Cl)(Cl)(Cl)(Cl)Cl.Cl.Cl.[NH2:24][CH2:25][C:26]([NH2:28])=[O:27].[C:29](N)(=[O:36])[C:30]1[CH:35]=[CH:34][CH:33]=CC=1.FC(F)(F)C1C=[C:42](C=CC=1)[C:43]([NH:45][CH2:46][C:47]([OH:49])=O)=O.C(=O)([O-])N.[CH2:59]1[CH2:69]CN2C(=NCCC2)C[CH2:60]1, predict the reaction product. (2) Given the reactants [Si]([C:8]1[C:13]([F:14])=[C:12]([N:15]2[CH2:20][CH2:19][NH:18][C@H:17]([C:21]([O:24][Si](C)(C)C)([CH3:23])[CH3:22])[CH2:16]2)[N:11]=[C:10]([C:29]2[C:37]3[C:32](=[N:33][CH:34]=[CH:35][CH:36]=3)[NH:31][N:30]=2)[C:9]=1[F:38])(C(C)(C)C)(C)C.CCCC[N+](CCCC)(CCCC)CCCC.[F-].O, predict the reaction product. The product is: [F:14][C:13]1[C:12]([N:15]2[CH2:20][CH2:19][NH:18][C@H:17]([C:21]([OH:24])([CH3:22])[CH3:23])[CH2:16]2)=[N:11][C:10]([C:29]2[C:37]3[C:32](=[N:33][CH:34]=[CH:35][CH:36]=3)[NH:31][N:30]=2)=[C:9]([F:38])[CH:8]=1.